This data is from Full USPTO retrosynthesis dataset with 1.9M reactions from patents (1976-2016). The task is: Predict the reactants needed to synthesize the given product. (1) Given the product [F:1][C:2]1[C:7]([CH:35]([OH:36])[C:31]2[CH:30]=[C:29]3[C:34](=[CH:33][CH:32]=2)[N:25]=[CH:26][N:27]=[CH:28]3)=[C:6]([F:8])[C:5]([F:9])=[CH:4][C:3]=1[NH:10][C:11](=[O:16])[C:12]([CH3:13])([CH3:15])[CH3:14], predict the reactants needed to synthesize it. The reactants are: [F:1][C:2]1[CH:7]=[C:6]([F:8])[C:5]([F:9])=[CH:4][C:3]=1[NH:10][C:11](=[O:16])[C:12]([CH3:15])([CH3:14])[CH3:13].[Li+].CC([N-]C(C)C)C.[N:25]1[C:34]2[C:29](=[CH:30][C:31]([CH:35]=[O:36])=[CH:32][CH:33]=2)[CH:28]=[N:27][CH:26]=1. (2) Given the product [CH2:1]([O:8][C:9]1[CH:10]=[C:11]([CH:21]=[CH:22][C:23]=1[N:24]1[CH2:28][C:27](=[O:29])[NH:26][S:25]1(=[O:37])=[O:36])[CH2:12][C:13]1[CH:20]=[CH:19][CH:18]=[CH:17][C:14]=1[C:15]#[N:16])[C:2]1[CH:7]=[CH:6][CH:5]=[CH:4][CH:3]=1, predict the reactants needed to synthesize it. The reactants are: [CH2:1]([O:8][C:9]1[CH:10]=[C:11]([CH:21]=[CH:22][C:23]=1[N:24]1[CH2:28][C:27](=[O:29])[N:26](CC[Si](C)(C)C)[S:25]1(=[O:37])=[O:36])[CH2:12][C:13]1[CH:20]=[CH:19][CH:18]=[CH:17][C:14]=1[C:15]#[N:16])[C:2]1[CH:7]=[CH:6][CH:5]=[CH:4][CH:3]=1.CCCC[N+](CCCC)(CCCC)CCCC.[F-]. (3) Given the product [Br:15][C:12]1[CH:13]=[CH:14][C:8]2[S:7][C:6]([CH2:5][CH2:4][OH:3])=[N:10][C:9]=2[CH:11]=1, predict the reactants needed to synthesize it. The reactants are: C([O:3][C:4](=O)[CH2:5][C:6]1[S:7][C:8]2[CH:14]=[CH:13][C:12]([Br:15])=[CH:11][C:9]=2[N:10]=1)C.[BH4-].[Na+]. (4) Given the product [Cl:71][C:68]1[CH:67]=[CH:66][C:65]([C:62]2[CH:61]=[N:60][C:59]([CH:56]3[CH2:57][CH2:58][N:53]([S:50]([CH2:49][C@H:45]([CH:46]([CH3:48])[CH3:47])[C:44]([OH:21])=[O:72])(=[O:51])=[O:52])[CH2:54][CH2:55]3)=[N:64][CH:63]=2)=[CH:70][CH:69]=1, predict the reactants needed to synthesize it. The reactants are: FC1C=CC(C2C=NC(N3CCN(S(C[C@H](C(C)C)C(O)=O)(=O)=[O:21])CC3)=NC=2)=CC=1.C([C@@H]1COC(=O)N1[C:44](=[O:72])[C@H:45]([CH2:49][S:50]([N:53]1[CH2:58][CH2:57][CH:56]([C:59]2[N:64]=[CH:63][C:62]([C:65]3[CH:70]=[CH:69][C:68]([Cl:71])=[CH:67][CH:66]=3)=[CH:61][N:60]=2)[CH2:55][CH2:54]1)(=[O:52])=[O:51])[CH:46]([CH3:48])[CH3:47])C1C=CC=CC=1.